This data is from Full USPTO retrosynthesis dataset with 1.9M reactions from patents (1976-2016). The task is: Predict the reactants needed to synthesize the given product. (1) Given the product [C:9]1(=[O:19])[NH:13][C:12](=[O:14])[C:11]2=[CH:15][CH:16]=[CH:17][CH:18]=[C:10]12, predict the reactants needed to synthesize it. The reactants are: [O-]S(C(F)(F)F)(=O)=O.[C:9]1(=[O:19])[NH:13][C:12](=[O:14])[C:11]2=[CH:15][CH:16]=[CH:17][CH:18]=[C:10]12.[K]. (2) Given the product [NH2:14][C:6]1[C:7]([C:8]#[C:9][Si:10]([CH3:12])([CH3:11])[CH3:13])=[C:2]([Cl:1])[CH:3]=[C:4]([C:25]([O:27][CH3:28])=[O:26])[C:5]=1[C:17]1[CH:18]=[C:19]([F:24])[CH:20]=[C:21]([F:23])[CH:22]=1, predict the reactants needed to synthesize it. The reactants are: [Cl:1][C:2]1[CH:3]=[C:4]([C:25]([O:27][CH3:28])=[O:26])[C:5]([C:17]2[CH:22]=[C:21]([F:23])[CH:20]=[C:19]([F:24])[CH:18]=2)=[C:6]([N+:14]([O-])=O)[C:7]=1[C:8]#[C:9][Si:10]([CH3:13])([CH3:12])[CH3:11].C(O)(=O)C. (3) Given the product [Cl:1][C:2]1[C:3]([CH2:4][OH:5])=[C:6]([N:10]2[CH:19]=[CH:18][C:17]3[C:12](=[C:13]([F:23])[CH:14]=[C:15]([CH:20]4[CH2:22][CH2:21]4)[CH:16]=3)[C:11]2=[O:24])[CH:7]=[CH:8][CH:9]=1, predict the reactants needed to synthesize it. The reactants are: [Cl:1][C:2]1[CH:9]=[CH:8][CH:7]=[C:6]([N:10]2[CH:19]=[CH:18][C:17]3[C:12](=[C:13]([F:23])[CH:14]=[C:15]([CH:20]4[CH2:22][CH2:21]4)[CH:16]=3)[C:11]2=[O:24])[C:3]=1[CH:4]=[O:5].[Li+].[B-](CC)(CC)CC. (4) Given the product [Br:6][C:7]1[C:8]([F:16])=[C:9]([C:12]([Cl:15])=[CH:13][CH:14]=1)[C:10]([NH2:11])=[O:17], predict the reactants needed to synthesize it. The reactants are: S(=O)(=O)(O)O.[Br:6][C:7]1[C:8]([F:16])=[C:9]([C:12]([Cl:15])=[CH:13][CH:14]=1)[C:10]#[N:11].[OH-:17].[NH4+]. (5) Given the product [Cl:1][C:2]1[CH:8]=[CH:7][CH:6]=[C:5]2[C:3]=1[N:4]=[CH:10][CH:9]=[C:11]2[CH3:13], predict the reactants needed to synthesize it. The reactants are: [Cl:1][C:2]1[CH:8]=[CH:7][CH:6]=[CH:5][C:3]=1[NH2:4].[CH:9]([C:11]([CH3:13])=O)=[CH2:10].